Dataset: Reaction yield outcomes from USPTO patents with 853,638 reactions. Task: Predict the reaction yield, written as a fraction of the theoretical maximum amount of product (1.0 means a 100% yield; for example, 0.34 means a 34% yield). (1) The reactants are [N:1]1([C:5](=[O:21])[CH2:6][C:7]2[CH:12]=[CH:11][C:10](B3OCC(C)(C)CO3)=[CH:9][CH:8]=2)[CH2:4][CH2:3][CH2:2]1.Br[C:23]1[CH:24]=[C:25]2[C:29](=[CH:30][C:31]=1[Cl:32])[NH:28][CH:27]=[C:26]2[CH:33]=[O:34].C([O-])([O-])=O.[K+].[K+].C1(C)C=CC=CC=1. The yield is 0.420. The product is [N:1]1([C:5](=[O:21])[CH2:6][C:7]2[CH:8]=[CH:9][C:10]([C:23]3[CH:24]=[C:25]4[C:29](=[CH:30][C:31]=3[Cl:32])[NH:28][CH:27]=[C:26]4[CH:33]=[O:34])=[CH:11][CH:12]=2)[CH2:2][CH2:3][CH2:4]1. The catalyst is C1C=CC(P(C2C=CC=CC=2)[C-]2C=CC=C2)=CC=1.C1C=CC(P(C2C=CC=CC=2)[C-]2C=CC=C2)=CC=1.Cl[Pd]Cl.[Fe+2].CCO. (2) The reactants are [Br:1][C:2]1[CH:7]=[CH:6][CH:5]=[CH:4][C:3]=1[CH:8]([OH:13])[C:9]([O:11][CH3:12])=[O:10].Cl([O-])(=O)(=O)=O.[Mg+2].Cl([O-])(=O)(=O)=O.C(OC(O[C:28]([CH3:31])([CH3:30])[CH3:29])=O)(O[C:28]([CH3:31])([CH3:30])[CH3:29])=O.O. The catalyst is ClCCl. The product is [Br:1][C:2]1[CH:7]=[CH:6][CH:5]=[CH:4][C:3]=1[CH:8]([O:13][C:28]([CH3:31])([CH3:30])[CH3:29])[C:9]([O:11][CH3:12])=[O:10]. The yield is 0.260.